Dataset: Catalyst prediction with 721,799 reactions and 888 catalyst types from USPTO. Task: Predict which catalyst facilitates the given reaction. (1) Reactant: [CH2:1]([N:8]1[C:13](=[O:14])[C:12]2[C:15]([CH3:18])=[N:16][S:17][C:11]=2[N:10]=[C:9]1[CH:19]([N:23]([CH2:33][CH2:34][CH:35]1OCC[O:36]1)[C:24](=[O:32])[C:25]1[CH:30]=[CH:29][C:28]([Br:31])=[CH:27][CH:26]=1)[CH:20]([CH3:22])[CH3:21])[C:2]1[CH:7]=[CH:6][CH:5]=[CH:4][CH:3]=1.C([O-])(O)=O.[Na+]. Product: [CH2:1]([N:8]1[C:13](=[O:14])[C:12]2[C:15]([CH3:18])=[N:16][S:17][C:11]=2[N:10]=[C:9]1[CH:19]([N:23]([CH2:33][CH2:34][CH:35]=[O:36])[C:24](=[O:32])[C:25]1[CH:26]=[CH:27][C:28]([Br:31])=[CH:29][CH:30]=1)[CH:20]([CH3:22])[CH3:21])[C:2]1[CH:7]=[CH:6][CH:5]=[CH:4][CH:3]=1. The catalyst class is: 15. (2) Reactant: [NH:1]1[CH2:6][CH2:5][O:4][CH2:3][CH2:2]1.CC(C1C=C(C(C)C)C(C2C=CC=CC=2P(C2CCCCC2)C2CCCCC2)=C(C(C)C)C=1)C.CC([O-])(C)C.[Na+].Br[C:48]1[CH:49]=[C:50]2[C:59](=[C:60]3[C:65]=1[CH:64]=[CH:63][CH:62]=[N:61]3)[NH:58][S:57](=[O:67])(=[O:66])[C:56]1[C:51]2=[CH:52][CH:53]=[CH:54][CH:55]=1. Product: [N:1]1([C:48]2[CH:49]=[C:50]3[C:59](=[C:60]4[C:65]=2[CH:64]=[CH:63][CH:62]=[N:61]4)[NH:58][S:57](=[O:67])(=[O:66])[C:56]2[C:51]3=[CH:52][CH:53]=[CH:54][CH:55]=2)[CH2:6][CH2:5][O:4][CH2:3][CH2:2]1. The catalyst class is: 187.